Dataset: Peptide-MHC class I binding affinity with 185,985 pairs from IEDB/IMGT. Task: Regression. Given a peptide amino acid sequence and an MHC pseudo amino acid sequence, predict their binding affinity value. This is MHC class I binding data. The binding affinity (normalized) is 0.0847. The MHC is HLA-A69:01 with pseudo-sequence HLA-A69:01. The peptide sequence is VELGSGNSF.